Task: Predict the reactants needed to synthesize the given product.. Dataset: Full USPTO retrosynthesis dataset with 1.9M reactions from patents (1976-2016) Given the product [C:9]1([CH3:14])[CH:10]=[CH:11][CH:12]=[CH:13][C:8]=1[P:7]([C:2]1[CH:3]=[CH:4][CH:5]=[CH:6][C:1]=1[CH3:16])(=[O:17])[OH:15], predict the reactants needed to synthesize it. The reactants are: [C:1]1([CH3:16])[CH:6]=[CH:5][CH:4]=[CH:3][C:2]=1[PH:7](=[O:15])[C:8]1[CH:13]=[CH:12][CH:11]=[CH:10][C:9]=1[CH3:14].[OH-:17].[Na+].OO.Cl.